This data is from Reaction yield outcomes from USPTO patents with 853,638 reactions. The task is: Predict the reaction yield, written as a fraction of the theoretical maximum amount of product (1.0 means a 100% yield; for example, 0.34 means a 34% yield). (1) The reactants are [H-].[Na+].[CH2:3]([O:6][CH2:7][CH:8]([OH:11])[CH2:9][OH:10])[CH:4]=[CH2:5].Br[CH2:13][CH2:14][CH2:15][CH2:16][CH2:17][CH2:18][CH2:19][CH2:20][CH2:21][CH2:22][CH2:23][CH2:24][CH2:25][CH3:26]. The catalyst is C1C=CC=CC=1.[O-][Mo]([O-])(=O)=O. The product is [CH2:3]([O:6][CH2:7][CH:8]([O:11][CH2:13][CH2:14][CH2:15][CH2:16][CH2:17][CH2:18][CH2:19][CH2:20][CH2:21][CH2:22][CH2:23][CH2:24][CH2:25][CH3:26])[CH2:9][O:10][CH2:15][CH:14]=[CH2:13])[CH2:4][CH2:5][CH2:26][CH2:25][CH2:24][CH2:23][CH2:22][CH2:21][CH2:20][CH2:19][CH2:18][CH2:17][CH3:16]. The yield is 0.573. (2) The reactants are [NH:1]1[CH2:4][CH2:3][CH2:2]1.Cl[C:6]1[N:11]=[C:10]([NH:12][C:13]2[CH:14]=[C:15]([CH:18]=[CH:19][N:20]=2)[C:16]#[N:17])[CH:9]=[C:8]([CH:21]2[CH2:26][CH2:25][N:24]([CH:27]3[CH2:30][O:29][CH2:28]3)[CH2:23][CH2:22]2)[CH:7]=1. No catalyst specified. The product is [N:1]1([C:6]2[N:11]=[C:10]([NH:12][C:13]3[CH:14]=[C:15]([CH:18]=[CH:19][N:20]=3)[C:16]#[N:17])[CH:9]=[C:8]([CH:21]3[CH2:22][CH2:23][N:24]([CH:27]4[CH2:30][O:29][CH2:28]4)[CH2:25][CH2:26]3)[CH:7]=2)[CH2:4][CH2:3][CH2:2]1. The yield is 0.470.